From a dataset of Forward reaction prediction with 1.9M reactions from USPTO patents (1976-2016). Predict the product of the given reaction. (1) Given the reactants [Br:1][C:2]1[CH:11]=[CH:10][C:9]2[N:8]=[CH:7][C:6]3[NH:12][C:13](=[O:36])[CH2:14][N:15]([C:16]4[CH:21]=[CH:20][C:19]([N:22]5[CH2:27][CH2:26][CH:25]([C:28]([O:30]C)=O)[CH2:24][CH2:23]5)=[C:18]([C:32]([F:35])([F:34])[F:33])[CH:17]=4)[C:5]=3[C:4]=2[CH:3]=1.O.[OH-].[Li+].Cl.[CH3:41][N:42]1[CH2:47][CH2:46][CH:45]([NH2:48])[CH2:44][CH2:43]1.F[P-](F)(F)(F)(F)F.N1(OC(N(C)C)=[N+](C)C)C2N=CC=CC=2N=N1.CCN(C(C)C)C(C)C, predict the reaction product. The product is: [Br:1][C:2]1[CH:11]=[CH:10][C:9]2[N:8]=[CH:7][C:6]3[NH:12][C:13](=[O:36])[CH2:14][N:15]([C:16]4[CH:21]=[CH:20][C:19]([N:22]5[CH2:23][CH2:24][CH:25]([C:28]([NH:48][CH:45]6[CH2:46][CH2:47][N:42]([CH3:41])[CH2:43][CH2:44]6)=[O:30])[CH2:26][CH2:27]5)=[C:18]([C:32]([F:33])([F:34])[F:35])[CH:17]=4)[C:5]=3[C:4]=2[CH:3]=1. (2) Given the reactants [O:1]1[C:5]2[CH:6]=[CH:7][C:8]([C:10]3([C:13]([NH:15][C:16]4[CH:17]=[CH:18][C:19]([CH2:33][C:34]#[N:35])=[C:20]([C:22]5[CH:27]=[CH:26][C:25]([C:28]([N:30]([CH3:32])[CH3:31])=[O:29])=[CH:24][CH:23]=5)[CH:21]=4)=[O:14])[CH2:12][CH2:11]3)=[CH:9][C:4]=2[O:3][CH2:2]1.[OH:36]O.[OH-].[Na+], predict the reaction product. The product is: [NH2:35][C:34](=[O:36])[CH2:33][C:19]1[CH:18]=[CH:17][C:16]([NH:15][C:13]([C:10]2([C:8]3[CH:7]=[CH:6][C:5]4[O:1][CH2:2][O:3][C:4]=4[CH:9]=3)[CH2:11][CH2:12]2)=[O:14])=[CH:21][C:20]=1[C:22]1[CH:27]=[CH:26][C:25]([C:28]([N:30]([CH3:32])[CH3:31])=[O:29])=[CH:24][CH:23]=1.